From a dataset of Cav3 T-type calcium channel HTS with 100,875 compounds. Binary Classification. Given a drug SMILES string, predict its activity (active/inactive) in a high-throughput screening assay against a specified biological target. (1) The compound is Brc1c(=O)n(ncc1Br)COC(=O)c1ccc(F)cc1. The result is 0 (inactive). (2) The molecule is Fc1ccc(C(=O)N2CCN(CC2)c2ncccn2)cc1. The result is 0 (inactive). (3) The drug is O=c1n(c(NCCc2ccccc2)cc(=O)n1C)C. The result is 0 (inactive). (4) The molecule is o1c(C(=O)Nc2ccc(C(=O)Nc3c(cccc3)C)cc2)ccc1. The result is 0 (inactive). (5) The molecule is Clc1c(n(nc1C)Cc1oc(cc1)C(=O)Nc1cc(cc(c1)C)C)C. The result is 1 (active).